Task: Predict the reaction yield, written as a fraction of the theoretical maximum amount of product (1.0 means a 100% yield; for example, 0.34 means a 34% yield).. Dataset: Reaction yield outcomes from USPTO patents with 853,638 reactions (1) The reactants are [C:1]([O:5][C:6](=[O:9])[CH2:7][NH2:8])([CH3:4])([CH3:3])[CH3:2].[CH:10]1([C:13]([CH3:18])([CH3:17])[CH2:14][CH:15]=O)[CH2:12][CH2:11]1. The catalyst is C(Cl)Cl. The product is [C:1]([O:5][C:6](=[O:9])[CH2:7]/[N:8]=[CH:15]/[CH2:14][C:13]([CH:10]1[CH2:12][CH2:11]1)([CH3:18])[CH3:17])([CH3:4])([CH3:3])[CH3:2]. The yield is 0.750. (2) The reactants are Cl.ClC1[N:4]([C:12]2[CH:30]=[CH:29][C:15]([O:16][CH2:17][CH2:18][CH2:19][N:20]3[CH2:25][CH2:24][CH:23]([C:26]([OH:28])=O)[CH2:22][CH2:21]3)=[CH:14][CH:13]=2)[N:5]=[C:6]2[C:11]=1[CH:10]=[CH:9][CH:8]=C2.[C:31]([Cl:36])(=O)[C:32](Cl)=O.[CH3:37][NH2:38]. The catalyst is C(Cl)Cl. The product is [CH3:37][NH:38][C:26]([CH:23]1[CH2:22][CH2:21][N:20]([CH2:19][CH2:18][CH2:17][O:16][C:15]2[CH:14]=[CH:13][C:12]([N:4]3[C:31]([Cl:36])=[C:32]4[C:6]([CH:11]=[CH:10][CH:9]=[CH:8]4)=[N:5]3)=[CH:30][CH:29]=2)[CH2:25][CH2:24]1)=[O:28]. The yield is 0.990.